Predict the reaction yield, written as a fraction of the theoretical maximum amount of product (1.0 means a 100% yield; for example, 0.34 means a 34% yield). From a dataset of Reaction yield outcomes from USPTO patents with 853,638 reactions. (1) The reactants are [F:1][C:2]1[CH:3]=[C:4]([CH:8]=[CH:9][C:10]=1[F:11])[C:5]([OH:7])=O.C(Cl)(=O)C(Cl)=O.Cl.[NH:19]1[CH2:22][CH2:21][CH2:20]1.C(N(CC)CC)C.Cl. The catalyst is ClCCl.CN(C)C=O. The product is [F:1][C:2]1[CH:3]=[C:4]([CH:8]=[CH:9][C:10]=1[F:11])[C:5]([N:19]1[CH2:22][CH2:21][CH2:20]1)=[O:7]. The yield is 0.160. (2) The reactants are [C:1]([O:5][C:6]([N:8]1[C:16]2[C:11](=[CH:12][C:13]([S:17][C:18]3[CH:23]=[CH:22][C:21]([C:24](=[O:33])[NH:25][C:26]4[CH:31]=[CH:30][C:29]([Br:32])=[CH:28][CH:27]=4)=[CH:20][C:19]=3[N+:34]([O-])=O)=[CH:14][CH:15]=2)[CH:10]=[CH:9]1)=[O:7])([CH3:4])([CH3:3])[CH3:2].[Cl-].[NH4+]. The catalyst is O.C(O)C.C(OCC)(=O)C.[Fe]. The yield is 0.920. The product is [C:1]([O:5][C:6]([N:8]1[C:16]2[C:11](=[CH:12][C:13]([S:17][C:18]3[CH:23]=[CH:22][C:21]([C:24](=[O:33])[NH:25][C:26]4[CH:27]=[CH:28][C:29]([Br:32])=[CH:30][CH:31]=4)=[CH:20][C:19]=3[NH2:34])=[CH:14][CH:15]=2)[CH:10]=[CH:9]1)=[O:7])([CH3:4])([CH3:2])[CH3:3]. (3) The reactants are C(O[C:4](=[O:25])[CH2:5][C:6](=O)[CH2:7][CH2:8][CH2:9][CH2:10][CH2:11][CH2:12][CH2:13][CH2:14][CH2:15][CH2:16][CH2:17][CH2:18][CH2:19][CH2:20][CH2:21][CH2:22][CH3:23])C.[C:26]1([NH:32][C:33]([NH:35][C:36]([NH2:38])=[NH:37])=[NH:34])[CH:31]=[CH:30][CH:29]=[CH:28][CH:27]=1. The catalyst is C(O)C. The product is [CH2:7]([C:6]1[N:37]=[C:36]([NH:35][C:33]([NH:32][C:26]2[CH:31]=[CH:30][CH:29]=[CH:28][CH:27]=2)=[NH:34])[NH:38][C:4](=[O:25])[CH:5]=1)[CH2:8][CH2:9][CH2:10][CH2:11][CH2:12][CH2:13][CH2:14][CH2:15][CH2:16][CH2:17][CH2:18][CH2:19][CH2:20][CH2:21][CH2:22][CH3:23]. The yield is 0.580. (4) The reactants are [O:1]=[C:2]1[NH:10][CH:9]=[N:8][C:7]2[N:6]([CH2:11][CH2:12][C:13]([NH:15][CH2:16][CH2:17][CH2:18][N:19]3[CH2:23][CH2:22][CH2:21][C:20]3=[O:24])=[O:14])[CH:5]=[N:4][C:3]1=2.N12CCCN=C1CCCCC2.[CH2:36](Br)[C:37]1[CH:42]=[CH:41][CH:40]=[CH:39][CH:38]=1.C(#N)C. The catalyst is CN(C)C=O. The product is [CH2:36]([N:10]1[C:2](=[O:1])[C:3]2[N:4]=[CH:5][N:6]([CH2:11][CH2:12][C:13]([NH:15][CH2:16][CH2:17][CH2:18][N:19]3[CH2:23][CH2:22][CH2:21][C:20]3=[O:24])=[O:14])[C:7]=2[N:8]=[CH:9]1)[C:37]1[CH:42]=[CH:41][CH:40]=[CH:39][CH:38]=1. The yield is 0.510. (5) The reactants are [OH:1][NH:2][C:3]([C:5]1[C:10]([C:11]2[CH:16]=[CH:15][CH:14]=[CH:13][CH:12]=2)=[CH:9][CH:8]=[CH:7][N:6]=1)=[NH:4].[CH3:17][O:18][C:19]1[CH:20]=[C:21]([OH:28])[C:22](=[CH:26][CH:27]=1)[C:23](O)=O. No catalyst specified. The product is [CH3:17][O:18][C:19]1[CH:27]=[CH:26][C:22]([C:23]2[O:1][N:2]=[C:3]([C:5]3[C:10]([C:11]4[CH:16]=[CH:15][CH:14]=[CH:13][CH:12]=4)=[CH:9][CH:8]=[CH:7][N:6]=3)[N:4]=2)=[C:21]([OH:28])[CH:20]=1. The yield is 0.270. (6) The reactants are [CH3:1][O:2][C:3]([C:5]1[N:6]=[CH:7][S:8][C:9]=1Br)=[O:4].[CH:11]1(B(O)O)[CH2:13][CH2:12]1.[O-]P([O-])([O-])=O.[K+].[K+].[K+].C1(C)C=CC=CC=1. The catalyst is O.C1C=CC([P]([Pd]([P](C2C=CC=CC=2)(C2C=CC=CC=2)C2C=CC=CC=2)([P](C2C=CC=CC=2)(C2C=CC=CC=2)C2C=CC=CC=2)[P](C2C=CC=CC=2)(C2C=CC=CC=2)C2C=CC=CC=2)(C2C=CC=CC=2)C2C=CC=CC=2)=CC=1. The product is [CH3:1][O:2][C:3]([C:5]1[N:6]=[CH:7][S:8][C:9]=1[CH:11]1[CH2:13][CH2:12]1)=[O:4]. The yield is 0.510. (7) The reactants are [I:1][C:2]1[CH:9]=[C:8]([N+:10]([O-])=O)[CH:7]=[CH:6][C:3]=1[C:4]#[N:5].O1CCCC1.[Cl-].[NH4+]. The catalyst is [Fe].C(O)C. The product is [NH2:10][C:8]1[CH:7]=[CH:6][C:3]([C:4]#[N:5])=[C:2]([I:1])[CH:9]=1. The yield is 0.970.